From a dataset of Reaction yield outcomes from USPTO patents with 853,638 reactions. Predict the reaction yield, written as a fraction of the theoretical maximum amount of product (1.0 means a 100% yield; for example, 0.34 means a 34% yield). (1) The reactants are Br[C:2]1[CH:3]=[CH:4][C:5]([S:8][CH3:9])=[N:6][CH:7]=1.[C:10]([N:17]1[CH2:22][CH2:21][NH:20][CH2:19][CH2:18]1)([O:12][C:13]([CH3:16])([CH3:15])[CH3:14])=[O:11].CC(C)([O-])C.[Na+]. The catalyst is C1(C)C=CC=CC=1.C1C=CC(/C=C/C(/C=C/C2C=CC=CC=2)=O)=CC=1.C1C=CC(/C=C/C(/C=C/C2C=CC=CC=2)=O)=CC=1.C1C=CC(/C=C/C(/C=C/C2C=CC=CC=2)=O)=CC=1.[Pd].[Pd].CC1(C)C2C=CC=C(P(C3C=CC=CC=3)C3C=CC=CC=3)C=2OC2C1=CC=CC=2P(C1C=CC=CC=1)C1C=CC=CC=1. The product is [C:13]([O:12][C:10]([N:17]1[CH2:22][CH2:21][N:20]([C:2]2[CH:7]=[N:6][C:5]([S:8][CH3:9])=[CH:4][CH:3]=2)[CH2:19][CH2:18]1)=[O:11])([CH3:16])([CH3:14])[CH3:15]. The yield is 0.610. (2) The reactants are [Cl:1][C:2]1[CH:18]=[C:17]([C:19]#[N:20])[CH:16]=[C:15]([Cl:21])[C:3]=1[C:4](Cl)=[N:5][C:6]1[C:11]([F:12])=[CH:10][N:9]=[CH:8][C:7]=1F.NC(N)=[S:24].N1C=CC=CC=1.CCN(CC)CC. The catalyst is C(O)(C)C. The product is [Cl:1][C:2]1[CH:18]=[C:17]([CH:16]=[C:15]([Cl:21])[C:3]=1[C:4]1[S:24][C:7]2[CH:8]=[N:9][CH:10]=[C:11]([F:12])[C:6]=2[N:5]=1)[C:19]#[N:20]. The yield is 0.300. (3) The reactants are [OH:1][C:2]1[CH:7]=[C:6]([OH:8])[CH:5]=[CH:4][C:3]=1[C:9](=[O:11])[CH3:10].[CH2:12](OC(OCC)OCC)C.Cl(O)(=O)(=O)=O. The catalyst is C(OCC)C. The product is [OH:8][C:6]1[CH:7]=[C:2]2[C:3]([C:9](=[O:11])[CH:10]=[CH:12][O:1]2)=[CH:4][CH:5]=1. The yield is 0.390.